This data is from Catalyst prediction with 721,799 reactions and 888 catalyst types from USPTO. The task is: Predict which catalyst facilitates the given reaction. (1) Reactant: [CH3:1][C:2]1[C:3](=[O:27])[C:4]2[C:9]([C:10](=[O:26])[C:11]=1[CH2:12][CH:13]([C:15](=[O:25])[CH2:16][NH:17]C(OC(C)(C)C)=O)[NH2:14])=[CH:8][CH:7]=[CH:6][CH:5]=2.C(Cl)Cl.C(O)(C(F)(F)F)=O.Cl. Product: [CH3:1][C:2]1[C:3](=[O:27])[C:4]2[C:9]([C:10](=[O:26])[C:11]=1[CH2:12][CH:13]([C:15](=[O:25])[CH2:16][NH2:17])[NH2:14])=[CH:8][CH:7]=[CH:6][CH:5]=2. The catalyst class is: 28. (2) Reactant: [NH2:1][C:2]1[CH:3]=[CH:4][C:5]([O:12][CH:13]([C:20]2[CH:25]=[CH:24][CH:23]=[CH:22][C:21]=2[F:26])[C:14]2[CH:19]=[CH:18][CH:17]=[CH:16][CH:15]=2)=[C:6]([CH:11]=1)[C:7]([O:9][CH3:10])=[O:8].[CH3:27][O:28][C:29]1[CH:30]=[C:31]([N:37]=[C:38]=[O:39])[CH:32]=[CH:33][C:34]=1[O:35][CH3:36]. Product: [CH3:27][O:28][C:29]1[CH:30]=[C:31]([NH:37][C:38]([NH:1][C:2]2[CH:3]=[CH:4][C:5]([O:12][CH:13]([C:20]3[CH:25]=[CH:24][CH:23]=[CH:22][C:21]=3[F:26])[C:14]3[CH:19]=[CH:18][CH:17]=[CH:16][CH:15]=3)=[C:6]([CH:11]=2)[C:7]([O:9][CH3:10])=[O:8])=[O:39])[CH:32]=[CH:33][C:34]=1[O:35][CH3:36]. The catalyst class is: 1. (3) Product: [CH2:3]([N:10]([CH2:1][O:20][CH3:17])[CH:11]([Si:13]([CH3:15])([CH3:14])[CH3:16])[CH3:12])[C:4]1[CH:9]=[CH:8][CH:7]=[CH:6][CH:5]=1. Reactant: [CH2:1]=O.[CH2:3]([NH:10][CH:11]([Si:13]([CH3:16])([CH3:15])[CH3:14])[CH3:12])[C:4]1[CH:9]=[CH:8][CH:7]=[CH:6][CH:5]=1.[C:17]([O-:20])([O-])=O.[K+].[K+]. The catalyst class is: 5. (4) Reactant: [CH3:1][O:2][C:3](=[O:17])[C:4]1[CH:9]=[CH:8][C:7]([O:10][N:11]=C(C)C)=[C:6]([C:15]#[N:16])[CH:5]=1. Product: [CH3:1][O:2][C:3]([C:4]1[CH:9]=[CH:8][C:7]2[O:10][N:11]=[C:15]([NH2:16])[C:6]=2[CH:5]=1)=[O:17]. The catalyst class is: 209. (5) Reactant: [Cl:1][C:2]1[N:7]=[C:6]([C:8]([O:10][CH3:11])=[O:9])[CH:5]=[CH:4][C:3]=1[CH:12]=[O:13].N1C=CN=C1.[C:19]1(=[O:24])[CH2:23][CH2:22][CH:21]=[CH:20]1. Product: [Cl:1][C:2]1[N:7]=[C:6]([C:8]([O:10][CH3:11])=[O:9])[CH:5]=[CH:4][C:3]=1[CH:12]([OH:13])[C:20]1[C:19](=[O:24])[CH2:23][CH2:22][CH:21]=1. The catalyst class is: 24. (6) Reactant: C([O:5][C:6]([C:8]1[CH:13]=[CH:12][C:11](CP(=O)O)=[CH:10][CH:9]=1)=[O:7])(C)(C)C.[CH2:18]([O:20][P:21]([C:24]1[CH:36]=[CH:35][C:27](C(OC(C)(C)C)=O)=[CH:26][CH:25]=1)(C)=[O:22])C.[OH-].[K+].Cl. Product: [CH3:18][O:20][P:21]([C:11]1[CH:10]=[CH:9][C:8]([C:6]([OH:5])=[O:7])=[CH:13][CH:12]=1)([C:24]1[CH:36]=[CH:35][CH:27]=[CH:26][CH:25]=1)=[O:22]. The catalyst class is: 12.